From a dataset of Forward reaction prediction with 1.9M reactions from USPTO patents (1976-2016). Predict the product of the given reaction. (1) Given the reactants Cl[C:2]1[C:7]([CH:8]=O)=[C:6]([F:10])[CH:5]=[CH:4][CH:3]=1.[S:11]1[CH:15]=[CH:14][C:13](B(O)O)=[CH:12]1.C(P(C(C)(C)C)C(C)(C)C)(C)(C)C.[F-].[K+].C(O[BH-](OC(=O)C)OC(=O)C)(=O)C.[Na+].[C:48]1([N:54]2[C:58]3([CH2:63][CH2:62][NH:61][CH2:60][CH2:59]3)[C:57](=[O:64])[NH:56][CH2:55]2)[CH:53]=[CH:52][CH:51]=[CH:50][CH:49]=1, predict the reaction product. The product is: [C:48]1([N:54]2[C:58]3([CH2:59][CH2:60][N:61]([CH2:8][C:7]4[C:6]([F:10])=[CH:5][CH:4]=[CH:3][C:2]=4[C:13]4[CH:14]=[CH:15][S:11][CH:12]=4)[CH2:62][CH2:63]3)[C:57](=[O:64])[NH:56][CH2:55]2)[CH:49]=[CH:50][CH:51]=[CH:52][CH:53]=1. (2) Given the reactants [NH:1]1[C:9]2[C:4](=[CH:5][C:6]([C:10]([OH:12])=O)=[CH:7][CH:8]=2)[CH:3]=[CH:2]1.[C:13]1([CH2:19][CH2:20][NH2:21])[CH:18]=[CH:17][CH:16]=[CH:15][CH:14]=1.CCN=C=NCCCN(C)C.Cl, predict the reaction product. The product is: [CH2:20]([NH:21][C:10]([C:6]1[CH:5]=[C:4]2[C:9](=[CH:8][CH:7]=1)[NH:1][CH:2]=[CH:3]2)=[O:12])[CH2:19][C:13]1[CH:18]=[CH:17][CH:16]=[CH:15][CH:14]=1. (3) Given the reactants [CH3:1][O:2][C:3](=[O:10])[CH2:4][C:5]1[N:6]=[CH:7][NH:8][CH:9]=1.CCN(C(C)C)C(C)C.[CH3:20][Si:21]([CH2:24][CH2:25][O:26][CH2:27]Cl)([CH3:23])[CH3:22], predict the reaction product. The product is: [CH3:1][O:2][C:3](=[O:10])[CH2:4][C:5]1[N:6]=[CH:7][N:8]([CH2:27][O:26][CH2:25][CH2:24][Si:21]([CH3:23])([CH3:22])[CH3:20])[CH:9]=1. (4) Given the reactants [CH2:1]1N([P:7]([O:10][CH2:11][C@H:12]2[O:16][C@@H:15]([N:17]3[C:23](=[O:24])[NH:22][C:20](=[O:21])[C:19]([I:25])=[CH:18]3)[C@H:14]([OH:26])[C@@H:13]2[OH:27])([OH:9])=[O:8])CCO[CH2:2]1.[N:28]1[CH:33]=[CH:32]C=[CH:30][CH:29]=1.[CH2:34]([OH:49])[C@H:35]1[O:40][C@H:39]([O:41][P:42](O)([OH:44])=[O:43])[C@H:38]([OH:46])[C@@H:37]([OH:47])[C@H:36]1[OH:48].N1C=NN=N1.CN(C=[O:59])C, predict the reaction product. The product is: [OH:41][C@H:39]1[O:40][C@H:35]([CH2:34][OH:49])[C@H:36]([OH:48])[C@H:37]([OH:47])[C@H:38]1[OH:46].[P:7]([O:10][CH2:11][C@H:12]1[O:16][C@@H:15]([N:17]2[CH:18]=[C:19]([I:25])[C:20](=[O:21])[NH:22][C:23]2=[O:24])[C@H:14]([OH:26])[C@@H:13]1[OH:27])([O:9][P:42]([OH:44])([OH:43])=[O:41])(=[O:8])[OH:59].[CH2:1]([NH+:28]([CH2:29][CH3:30])[CH2:33][CH3:32])[CH3:2]. (5) Given the reactants [F:1][C:2]([F:14])([F:13])[C:3]1[CH:4]=[C:5]2[C:10](=[CH:11][CH:12]=1)[CH2:9][NH:8][CH2:7][CH2:6]2.[CH3:15][S:16]([C:19]1[CH:20]=[CH:21][C:22]([N:28]2[CH2:33][CH2:32][O:31][CH2:30][CH2:29]2)=[C:23]([CH:27]=1)[C:24](O)=[O:25])(=[O:18])=[O:17], predict the reaction product. The product is: [CH3:15][S:16]([C:19]1[CH:20]=[CH:21][C:22]([N:28]2[CH2:33][CH2:32][O:31][CH2:30][CH2:29]2)=[C:23]([C:24]([N:8]2[CH2:7][CH2:6][C:5]3[C:10](=[CH:11][CH:12]=[C:3]([C:2]([F:1])([F:13])[F:14])[CH:4]=3)[CH2:9]2)=[O:25])[CH:27]=1)(=[O:17])=[O:18].